Regression. Given a peptide amino acid sequence and an MHC pseudo amino acid sequence, predict their binding affinity value. This is MHC class I binding data. From a dataset of Peptide-MHC class I binding affinity with 185,985 pairs from IEDB/IMGT. The peptide sequence is QASQEVKNW. The binding affinity (normalized) is 0.0368. The MHC is HLA-A68:02 with pseudo-sequence HLA-A68:02.